From a dataset of Forward reaction prediction with 1.9M reactions from USPTO patents (1976-2016). Predict the product of the given reaction. Given the reactants [F:1][C:2]1[CH:10]=[C:9]2[C:5]([C:6]([C:12]3[N:13]=[C:14]4[C:20]([C:21]([OH:23])=O)=[CH:19][N:18]([CH2:24][O:25][CH2:26][CH2:27][Si:28]([CH3:31])([CH3:30])[CH3:29])[C:15]4=[N:16][CH:17]=3)=[N:7][N:8]2[CH3:11])=[CH:4][CH:3]=1.[NH2:32][C@@H:33]([C@@H:36]([OH:38])[CH3:37])[CH2:34][OH:35].CN(C(ON1N=NC2C=CC=NC1=2)=[N+](C)C)C.F[P-](F)(F)(F)(F)F.C(N(CC)C(C)C)(C)C, predict the reaction product. The product is: [OH:38][C@@H:36]([CH3:37])[C@H:33]([NH:32][C:21]([C:20]1[C:14]2[C:15](=[N:16][CH:17]=[C:12]([C:6]3[C:5]4[C:9](=[CH:10][C:2]([F:1])=[CH:3][CH:4]=4)[N:8]([CH3:11])[N:7]=3)[N:13]=2)[N:18]([CH2:24][O:25][CH2:26][CH2:27][Si:28]([CH3:29])([CH3:31])[CH3:30])[CH:19]=1)=[O:23])[CH2:34][OH:35].